This data is from Forward reaction prediction with 1.9M reactions from USPTO patents (1976-2016). The task is: Predict the product of the given reaction. (1) Given the reactants [CH2:1]([C:3]1[S:4][C:5]2[C:15]([N:16]=1)=[CH:14][C:8]1[CH2:9][CH2:10][NH:11][CH2:12][CH2:13][C:7]=1[CH:6]=2)[CH3:2].[Cl:17][CH2:18][CH2:19][CH2:20][S:21][C:22]1[N:23]([CH3:38])[C:24]([C:27]2[CH:36]=[CH:35][CH:34]=[C:33]3[C:28]=2[CH:29]=[CH:30][C:31]([CH3:37])=[N:32]3)=[N:25][N:26]=1, predict the reaction product. The product is: [ClH:17].[CH2:1]([CH:3]1[N:16]=[C:15]2[C:5](=[CH:6][C:7]3[CH2:13][CH2:12][N:11]([CH2:18][CH2:19][CH2:20][S:21][C:22]4[N:23]([CH3:38])[C:24]([C:27]5[CH:36]=[CH:35][CH:34]=[C:33]6[C:28]=5[CH:29]=[CH:30][C:31]([CH3:37])=[N:32]6)=[N:25][N:26]=4)[CH2:10][CH2:9][C:8]=3[CH2:14]2)[S:4]1)[CH3:2]. (2) The product is: [Si:1]([O:8][CH:9]([C:25]1[CH:30]=[CH:29][CH:28]=[C:27]([Cl:31])[CH:26]=1)[C:10]1[CH:14]=[C:13]([CH:15]=[O:16])[S:12][C:11]=1[CH2:20][O:21][Si:22]([C:4]([CH3:7])([CH3:6])[CH3:5])([CH3:24])[CH3:23])([C:4]([CH3:7])([CH3:6])[CH3:5])([CH3:2])[CH3:3]. Given the reactants [Si:1]([O:8][CH:9]([C:25]1[CH:30]=[CH:29][CH:28]=[C:27]([Cl:31])[CH:26]=1)[C:10]1[CH:14]=[C:13]([CH:15]2OCC[O:16]2)[S:12][C:11]=1[CH2:20][O:21][SiH:22]([CH3:24])[CH3:23])([C:4]([CH3:7])([CH3:6])[CH3:5])([CH3:3])[CH3:2], predict the reaction product. (3) The product is: [CH3:55][C:54]([O:58][C:33]([NH:30][C@H:5]1[CH2:6][N:7]([C:8]([O:10][CH2:11][C:12]2[CH:13]=[CH:14][CH:15]=[CH:16][CH:17]=2)=[O:9])[C@@H:2]([CH3:1])[CH2:3][CH2:4]1)=[O:36])([CH3:57])[CH3:56]. Given the reactants [CH3:1][C@@H:2]1[N:7]([C:8]([O:10][CH2:11][C:12]2[CH:17]=[CH:16][CH:15]=[CH:14][CH:13]=2)=[O:9])[CH2:6][C@H:5](C(O)=O)[CH2:4][CH2:3]1.C1(C)C=CC=CC=1.C([N:30]([CH2:33]C)CC)C.P(N=[N+]=[N-])(OC1C=CC=CC=1)(OC1C=CC=CC=1)=[O:36].[C:54]([OH:58])([CH3:57])([CH3:56])[CH3:55], predict the reaction product. (4) The product is: [ClH:43].[OH:34][NH:33][C:28](=[O:30])/[CH:27]=[CH:26]/[C:23]1[CH:22]=[CH:21][C:20](/[CH:19]=[CH:18]/[C:17]([C:14]2[CH:13]=[CH:12][C:11]([N:8]3[CH2:9][CH2:10][N:5]([CH2:1][CH:2]([CH3:3])[CH3:4])[CH2:6][CH2:7]3)=[CH:16][CH:15]=2)=[O:31])=[CH:25][CH:24]=1. Given the reactants [CH2:1]([N:5]1[CH2:10][CH2:9][N:8]([C:11]2[CH:16]=[CH:15][C:14]([C:17](=[O:31])/[CH:18]=[CH:19]/[C:20]3[CH:25]=[CH:24][C:23](/[CH:26]=[CH:27]/[C:28]([OH:30])=O)=[CH:22][CH:21]=3)=[CH:13][CH:12]=2)[CH2:7][CH2:6]1)[CH:2]([CH3:4])[CH3:3].[K].[NH2:33][O:34]C1CCCCO1.C(Cl)C[Cl:43].C1C=CC2N(O)N=NC=2C=1, predict the reaction product. (5) Given the reactants C([O:4][C@@H:5]1[C@@H:9]([C:10]2[N:11]=[N:12][N:13]([CH2:15][CH3:16])[N:14]=2)[O:8][C@@H:7]([N:17]2[CH:25]=[N:24][C:23]3[C:18]2=[N:19][C:20]([Cl:37])=[N:21][C:22]=3[NH:26][C@@H:27]([CH2:30][C:31]2[CH:36]=[CH:35][CH:34]=[CH:33][CH:32]=2)[CH2:28][OH:29])[C@@H:6]1[O:38]C(=O)C)(=O)C.C([C@H](NC1N=C(Cl)N=C2C=1N=CN2[C@H]1[C@H](O)[C@H](O)[C@@H](C2ON=C(CC)C=2)O1)CO)C1C=CC=CC=1, predict the reaction product. The product is: [CH2:30]([C@H:27]([NH:26][C:22]1[N:21]=[C:20]([Cl:37])[N:19]=[C:18]2[C:23]=1[N:24]=[CH:25][N:17]2[C@H:7]1[C@H:6]([OH:38])[C@H:5]([OH:4])[C@@H:9]([C:10]2[N:11]=[N:12][N:13]([CH2:15][CH3:16])[N:14]=2)[O:8]1)[CH2:28][OH:29])[C:31]1[CH:32]=[CH:33][CH:34]=[CH:35][CH:36]=1. (6) Given the reactants F[C:2]1[CH:9]=[CH:8][C:5]([CH:6]=[O:7])=[CH:4][CH:3]=1.[OH:10][CH2:11][CH:12]1[CH2:17][CH2:16][NH:15][CH2:14][CH2:13]1.C(=O)([O-])[O-].[Cs+].[Cs+].O, predict the reaction product. The product is: [OH:10][CH2:11][CH:12]1[CH2:17][CH2:16][N:15]([C:2]2[CH:9]=[CH:8][C:5]([CH:6]=[O:7])=[CH:4][CH:3]=2)[CH2:14][CH2:13]1. (7) Given the reactants [Br:1][C:2]1[CH:7]=[C:6]([CH3:8])[CH:5]=[CH:4][N:3]=1.C([O:11][C:12](=O)[C:13]1[CH:18]=[CH:17][C:16]([F:19])=[C:15]([F:20])[CH:14]=1)C, predict the reaction product. The product is: [Br:1][C:2]1[CH:7]=[C:6]([CH2:8][C:12]([C:13]2[CH:18]=[CH:17][C:16]([F:19])=[C:15]([F:20])[CH:14]=2)=[O:11])[CH:5]=[CH:4][N:3]=1.